Dataset: CYP2D6 inhibition data for predicting drug metabolism from PubChem BioAssay. Task: Regression/Classification. Given a drug SMILES string, predict its absorption, distribution, metabolism, or excretion properties. Task type varies by dataset: regression for continuous measurements (e.g., permeability, clearance, half-life) or binary classification for categorical outcomes (e.g., BBB penetration, CYP inhibition). Dataset: cyp2d6_veith. The compound is O=c1cc(-c2ccccc2)[nH]c2nc(Cl)ccc12. The result is 0 (non-inhibitor).